Dataset: Reaction yield outcomes from USPTO patents with 853,638 reactions. Task: Predict the reaction yield, written as a fraction of the theoretical maximum amount of product (1.0 means a 100% yield; for example, 0.34 means a 34% yield). The catalyst is N.CO.[Ni]. The reactants are [Cl:1][C:2]1[N:7]=[C:6]([O:8][CH3:9])[C:5]([C:10]([CH3:18])([CH2:15][C:16]#[N:17])[C:11](OC)=[O:12])=[CH:4][CH:3]=1.[H][H]. The product is [Cl:1][C:2]1[N:7]=[C:6]([O:8][CH3:9])[C:5]([C:10]2([CH3:18])[CH2:15][CH2:16][NH:17][C:11]2=[O:12])=[CH:4][CH:3]=1. The yield is 0.900.